This data is from Forward reaction prediction with 1.9M reactions from USPTO patents (1976-2016). The task is: Predict the product of the given reaction. Given the reactants [Cl:1][C:2]1[C:9]([OH:10])=[CH:8][CH:7]=[CH:6][C:3]=1[CH:4]=O.[NH:11]1[CH2:15][CH2:14][CH2:13][CH2:12]1.[BH-](OC(C)=O)(OC(C)=O)OC(C)=O.[Na+].OS([O-])(=O)=O.[Na+], predict the reaction product. The product is: [Cl:1][C:2]1[C:3]([CH2:4][N:11]2[CH2:15][CH2:14][CH2:13][CH2:12]2)=[CH:6][CH:7]=[CH:8][C:9]=1[OH:10].